Regression. Given a peptide amino acid sequence and an MHC pseudo amino acid sequence, predict their binding affinity value. This is MHC class I binding data. From a dataset of Peptide-MHC class I binding affinity with 185,985 pairs from IEDB/IMGT. (1) The peptide sequence is RRFTQAIYD. The MHC is HLA-B15:01 with pseudo-sequence HLA-B15:01. The binding affinity (normalized) is 0.0847. (2) The peptide sequence is AEMKTDAAT. The MHC is HLA-B44:02 with pseudo-sequence HLA-B44:02. The binding affinity (normalized) is 0.779.